This data is from Reaction yield outcomes from USPTO patents with 853,638 reactions. The task is: Predict the reaction yield, written as a fraction of the theoretical maximum amount of product (1.0 means a 100% yield; for example, 0.34 means a 34% yield). The reactants are [NH2:1][CH2:2][CH2:3][CH2:4][C:5]([OH:7])=[O:6].C([O-])([O-])=O.[Na+].[Na+].[CH3:14][C:15]([O:18][C:19](O[C:19]([O:18][C:15]([CH3:17])([CH3:16])[CH3:14])=[O:20])=[O:20])([CH3:17])[CH3:16]. The catalyst is O.C1COCC1. The product is [C:15]([O:18][C:19]([NH:1][CH2:2][CH2:3][CH2:4][C:5]([OH:7])=[O:6])=[O:20])([CH3:17])([CH3:16])[CH3:14]. The yield is 0.900.